Predict the reaction yield, written as a fraction of the theoretical maximum amount of product (1.0 means a 100% yield; for example, 0.34 means a 34% yield). From a dataset of Reaction yield outcomes from USPTO patents with 853,638 reactions. (1) The yield is 0.950. The reactants are [C:1]([C:4]1[NH:8][N:7]=[C:6]([O:9][S:10]([C:13]2[CH:18]=[CH:17][C:16]([CH3:19])=[CH:15][CH:14]=2)(=[O:12])=[O:11])[CH:5]=1)(=O)[CH3:2].[F:20][C:21]1[CH:30]=[CH:29][CH:28]=[CH:27][C:22]=1[C:23]([NH:25][NH2:26])=O. The catalyst is C1(C)C(C)=CC=CC=1. The product is [F:20][C:21]1[CH:30]=[CH:29][CH:28]=[CH:27][C:22]=1[C:23]1[N:8]2[N:7]=[C:6]([O:9][S:10]([C:13]3[CH:18]=[CH:17][C:16]([CH3:19])=[CH:15][CH:14]=3)(=[O:12])=[O:11])[CH:5]=[C:4]2[C:1]([CH3:2])=[N:26][N:25]=1. (2) The reactants are [C:1]([O:4][CH2:5][C:6](=O)[CH2:7][O:8][C:9](=[O:11])[CH3:10])(=[O:3])[CH3:2].[NH2:13][CH2:14][C:15]([O:17][C:18]([CH3:21])([CH3:20])[CH3:19])=[O:16].C(O[BH-](OC(=O)C)OC(=O)C)(=O)C.[Na+]. No catalyst specified. The product is [C:9]([O:8][CH2:7][CH:6]([NH:13][CH2:14][C:15]([O:17][C:18]([CH3:21])([CH3:20])[CH3:19])=[O:16])[CH2:5][O:4][C:1](=[O:3])[CH3:2])(=[O:11])[CH3:10]. The yield is 0.380.